From a dataset of Catalyst prediction with 721,799 reactions and 888 catalyst types from USPTO. Predict which catalyst facilitates the given reaction. (1) Reactant: [S:1]1[CH:5]=[CH:4][CH:3]=[C:2]1[C:6](Cl)=[O:7].[CH2:9]([NH2:11])[CH3:10]. Product: [CH2:9]([NH:11][C:6]([C:2]1[S:1][CH:5]=[CH:4][CH:3]=1)=[O:7])[CH3:10]. The catalyst class is: 34. (2) Reactant: [C:1]([C:3]1[N:7]([CH:8]2[CH2:13][CH2:12][N:11]([CH:14]3[CH2:20][CH2:19][CH2:18][N:17]([C:21]([O:23][CH2:24][CH3:25])=[O:22])[CH2:16][CH2:15]3)[CH2:10][CH2:9]2)[N:6]=[CH:5][CH:4]=1)#[N:2]. Product: [NH2:2][CH2:1][C:3]1[N:7]([CH:8]2[CH2:9][CH2:10][N:11]([CH:14]3[CH2:20][CH2:19][CH2:18][N:17]([C:21]([O:23][CH2:24][CH3:25])=[O:22])[CH2:16][CH2:15]3)[CH2:12][CH2:13]2)[N:6]=[CH:5][CH:4]=1. The catalyst class is: 94. (3) Reactant: [ClH:1].S(=O)(=O)(O)O.[CH2:7]([C@@H:9]([CH:13]1[CH2:22][CH2:21][C:20]2[C:15](=[CH:16][CH:17]=[C:18]([NH2:23])[CH:19]=2)[O:14]1)[C:10]([OH:12])=[O:11])[CH3:8]. Product: [ClH:1].[CH2:7]([C@@H:9]([CH:13]1[CH2:22][CH2:21][C:20]2[C:15](=[CH:16][CH:17]=[C:18]([NH2:23])[CH:19]=2)[O:14]1)[C:10]([OH:12])=[O:11])[CH3:8]. The catalyst class is: 8.